Dataset: Forward reaction prediction with 1.9M reactions from USPTO patents (1976-2016). Task: Predict the product of the given reaction. (1) Given the reactants [N+:1]([C:4]1[CH:8]=[CH:7][N:6]([CH2:9][CH2:10][C:11]2[CH:16]=[CH:15][CH:14]=[CH:13][CH:12]=2)[N:5]=1)([O-])=O, predict the reaction product. The product is: [NH2:1][C:4]1[CH:8]=[CH:7][N:6]([CH2:9][CH2:10][C:11]2[CH:12]=[CH:13][CH:14]=[CH:15][CH:16]=2)[N:5]=1. (2) Given the reactants [C:1]([C:5]1[CH:10]=[C:9]([N+:11]([O-:13])=[O:12])[CH:8]=[CH:7][C:6]=1[NH:14]C(=O)C)([CH3:4])([CH3:3])[CH3:2].C([O-])(O)=O.[Na+], predict the reaction product. The product is: [C:1]([C:5]1[CH:10]=[C:9]([N+:11]([O-:13])=[O:12])[CH:8]=[CH:7][C:6]=1[NH2:14])([CH3:4])([CH3:2])[CH3:3]. (3) Given the reactants C([NH:5][C:6]1[C:15]2[CH:14]=[CH:13][CH:12]=[C:11]([C:16]([NH:18][C:19]3[CH:24]=[C:23]([NH:25][C:26]([NH:28][C:29]4[CH:34]=[CH:33][C:32](Cl)=[C:31]([C:36]([F:39])([F:38])[F:37])[CH:30]=4)=[O:27])[CH:22]=[CH:21][C:20]=3[CH3:40])=[O:17])[C:10]=2[CH:9]=[CH:8][N:7]=1)(C)(C)C.N(C1C=CC=C(C(F)(F)F)C=1)=C=O, predict the reaction product. The product is: [NH2:5][C:6]1[C:15]2[CH:14]=[CH:13][CH:12]=[C:11]([C:16]([NH:18][C:19]3[CH:24]=[C:23]([NH:25][C:26]([NH:28][C:29]4[CH:34]=[CH:33][CH:32]=[C:31]([C:36]([F:38])([F:37])[F:39])[CH:30]=4)=[O:27])[CH:22]=[CH:21][C:20]=3[CH3:40])=[O:17])[C:10]=2[CH:9]=[CH:8][N:7]=1.